Dataset: Forward reaction prediction with 1.9M reactions from USPTO patents (1976-2016). Task: Predict the product of the given reaction. Given the reactants [NH2:1][C:2]1[CH:3]=[C:4]([N:21]([C:29]2[N:34]=[C:33]([C:35]([F:38])([F:37])[F:36])[CH:32]=[CH:31][N:30]=2)[C:22](=[O:28])[O:23][C:24]([CH3:27])([CH3:26])[CH3:25])[CH:5]=[C:6]([C:8]2[S:12][C:11]([N:13]3[CH2:19][CH2:18][CH2:17][NH:16][C:15](=[O:20])[CH2:14]3)=[N:10][CH:9]=2)[CH:7]=1.C(N(CC)CC)C.[C:46](Cl)(=[O:48])[CH3:47], predict the reaction product. The product is: [C:46]([NH:1][C:2]1[CH:3]=[C:4]([N:21]([C:29]2[N:34]=[C:33]([C:35]([F:36])([F:37])[F:38])[CH:32]=[CH:31][N:30]=2)[C:22](=[O:28])[O:23][C:24]([CH3:26])([CH3:27])[CH3:25])[CH:5]=[C:6]([C:8]2[S:12][C:11]([N:13]3[CH2:19][CH2:18][CH2:17][NH:16][C:15](=[O:20])[CH2:14]3)=[N:10][CH:9]=2)[CH:7]=1)(=[O:48])[CH3:47].